This data is from Forward reaction prediction with 1.9M reactions from USPTO patents (1976-2016). The task is: Predict the product of the given reaction. (1) Given the reactants C([O:5][C:6](=[O:18])[CH2:7][N:8]1[CH:12]=[C:11]([C:13]([O:15][CH2:16][CH3:17])=[O:14])[CH:10]=[N:9]1)(C)(C)C, predict the reaction product. The product is: [CH2:16]([O:15][C:13]([C:11]1[CH:10]=[N:9][N:8]([CH2:7][C:6]([OH:18])=[O:5])[CH:12]=1)=[O:14])[CH3:17]. (2) Given the reactants [OH:1][C@H:2]1[CH2:7][CH2:6][C@H:5]([N:8]2[C:13](=[O:14])[C:12]([CH2:15][C:16]3[CH:21]=[CH:20][C:19]([C:22]4[C:23]([C:28]#[N:29])=[CH:24][CH:25]=[CH:26][CH:27]=4)=[CH:18][CH:17]=3)=[C:11]([CH2:30][CH2:31][CH3:32])[N:10]3[N:33]=[CH:34][N:35]=[C:9]23)[CH2:4][CH2:3]1.[N+](=[CH:38][C:39]([O:41][CH2:42][CH3:43])=[O:40])=[N-], predict the reaction product. The product is: [CH2:42]([O:41][C:39](=[O:40])[CH2:38][O:1][C@H:2]1[CH2:7][CH2:6][C@H:5]([N:8]2[C:13](=[O:14])[C:12]([CH2:15][C:16]3[CH:21]=[CH:20][C:19]([C:22]4[CH:27]=[CH:26][CH:25]=[CH:24][C:23]=4[C:28]#[N:29])=[CH:18][CH:17]=3)=[C:11]([CH2:30][CH2:31][CH3:32])[N:10]3[N:33]=[CH:34][N:35]=[C:9]23)[CH2:4][CH2:3]1)[CH3:43]. (3) The product is: [Cl:10][C:11]1[CH:16]=[CH:15][CH:14]=[CH:13][C:12]=1[N:1]1[CH:5]=[C:4]([C:6]([O:8][CH3:9])=[O:7])[N:3]=[CH:2]1. Given the reactants [NH:1]1[CH:5]=[C:4]([C:6]([O:8][CH3:9])=[O:7])[N:3]=[CH:2]1.[Cl:10][C:11]1[CH:16]=[CH:15][CH:14]=[CH:13][C:12]=1B(O)O.N1C=CC=CC=1, predict the reaction product.